From a dataset of Catalyst prediction with 721,799 reactions and 888 catalyst types from USPTO. Predict which catalyst facilitates the given reaction. (1) Reactant: [CH3:1][O:2][C:3]1[CH:4]=[C:5]([NH:11][C:12]2[N:17]=[C:16]([N:18]3[C:22]([CH3:23])=[CH:21][C:20]([C:24]([F:27])([F:26])[F:25])=[N:19]3)[C:15]([C:28]3[CH:29]=[C:30]([C:36](O)=[O:37])[C:31]([O:34][CH3:35])=[N:32][CH:33]=3)=[CH:14][N:13]=2)[CH:6]=[C:7]([O:9][CH3:10])[CH:8]=1.[CH3:39][N:40]1[CH:44]=[C:43]([S:45]([NH2:48])(=[O:47])=[O:46])[C:42]([C:49]([F:52])([F:51])[F:50])=[N:41]1.[I-].ClC1C=CC=C[N+]=1C.C(N(CC)CC)C. Product: [CH3:1][O:2][C:3]1[CH:4]=[C:5]([NH:11][C:12]2[N:17]=[C:16]([N:18]3[C:22]([CH3:23])=[CH:21][C:20]([C:24]([F:25])([F:26])[F:27])=[N:19]3)[C:15]([C:28]3[CH:29]=[C:30]([C:36]([NH:48][S:45]([C:43]4[C:42]([C:49]([F:50])([F:51])[F:52])=[N:41][N:40]([CH3:39])[CH:44]=4)(=[O:47])=[O:46])=[O:37])[C:31]([O:34][CH3:35])=[N:32][CH:33]=3)=[CH:14][N:13]=2)[CH:6]=[C:7]([O:9][CH3:10])[CH:8]=1. The catalyst class is: 172. (2) Product: [NH2:1][CH2:4][C@@H:5]([N:13]([CH3:17])[C:14](=[O:16])[O:15][C:7]([CH3:12])([CH3:8])[CH3:6])[CH2:6][C@H:7]1[CH2:12][CH2:11][CH2:10][O:9][CH2:8]1. Reactant: [N:1]([CH2:4][C@@H:5]([N:13]([CH3:17])[C:14](=[O:16])[O-:15])[CH2:6][C@H:7]1[CH2:12][CH2:11][CH2:10][O:9][CH2:8]1)=[N+]=[N-]. The catalyst class is: 99. (3) Reactant: Cl.[O:2]1[C:6]2[CH2:7][CH2:8][CH2:9][C:10](=[O:11])[C:5]=2[CH:4]=[N:3]1. Product: [O:2]=[C:6]1[CH2:7][CH2:8][CH2:9][C:10](=[O:11])[CH:5]1[C:4]#[N:3]. The catalyst class is: 11. (4) Reactant: COC1C=CC(C[NH:8][C:9]2[N:10]=[CH:11][CH:12]=[C:13]3[C:18]=2[N:17]=[CH:16][CH:15]=[CH:14]3)=CC=1.[C:21](O)(C(F)(F)F)=[O:22]. Product: [CH3:21][O:22][C:15]1[CH:16]=[N:17][C:18]2[C:13]([CH:14]=1)=[CH:12][CH:11]=[N:10][C:9]=2[NH2:8]. The catalyst class is: 26. (5) Product: [F:23][C:24]1[CH:33]=[CH:32][CH:31]=[CH:30][C:25]=1[C:26]1[N:12]=[C:11]([C:9]2[CH:10]=[C:5]([C:3]([OH:2])=[O:4])[C:6]([C:14]3[CH:19]=[CH:18][CH:17]=[CH:16][C:15]=3[N+:20]([O-:22])=[O:21])=[CH:7][CH:8]=2)[S:13][CH:27]=1. The catalyst class is: 6. Reactant: C[O:2][C:3]([C:5]1[C:6]([C:14]2[CH:19]=[CH:18][CH:17]=[CH:16][C:15]=2[N+:20]([O-:22])=[O:21])=[CH:7][CH:8]=[C:9]([C:11](=[S:13])[NH2:12])[CH:10]=1)=[O:4].[F:23][C:24]1[CH:33]=[CH:32][CH:31]=[CH:30][C:25]=1[C:26](=O)[CH2:27]Br. (6) Reactant: [CH3:1][C@@:2]([S:16]([CH3:19])(=[O:18])=[O:17])([CH2:13][CH:14]=[CH2:15])[C:3]([O:5][CH2:6][C:7]1[CH:12]=[CH:11][CH:10]=[CH:9][CH:8]=1)=[O:4].B.C1C[O:24]CC1.OO.[OH-].[Na+]. Product: [OH:24][CH2:15][CH2:14][CH2:13][C@@:2]([CH3:1])([S:16]([CH3:19])(=[O:17])=[O:18])[C:3]([O:5][CH2:6][C:7]1[CH:8]=[CH:9][CH:10]=[CH:11][CH:12]=1)=[O:4]. The catalyst class is: 49. (7) Reactant: [CH2:1]([N:3]1[CH:7]=[C:6]([C:8]([OH:10])=O)[C:5](=[O:11])[N:4]1[C:12]1[CH:17]=[CH:16][CH:15]=[CH:14][CH:13]=1)[CH3:2].[NH2:18][C:19]1[CH:40]=[CH:39][C:22]([O:23][C:24]2[CH:25]=[CH:26][C:27]3[N:28]([CH:30]=[C:31]([NH:33][C:34]([CH:36]4[CH2:38][CH2:37]4)=[O:35])[N:32]=3)[CH:29]=2)=[C:21]([F:41])[CH:20]=1.CN(C(ON1N=NC2C=CC=NC1=2)=[N+](C)C)C.F[P-](F)(F)(F)(F)F.C(N(C(C)C)CC)(C)C. Product: [CH:36]1([C:34]([NH:33][C:31]2[N:32]=[C:27]3[CH:26]=[CH:25][C:24]([O:23][C:22]4[CH:39]=[CH:40][C:19]([NH:18][C:8]([C:6]5[C:5](=[O:11])[N:4]([C:12]6[CH:17]=[CH:16][CH:15]=[CH:14][CH:13]=6)[N:3]([CH2:1][CH3:2])[CH:7]=5)=[O:10])=[CH:20][C:21]=4[F:41])=[CH:29][N:28]3[CH:30]=2)=[O:35])[CH2:37][CH2:38]1. The catalyst class is: 9.